Dataset: Reaction yield outcomes from USPTO patents with 853,638 reactions. Task: Predict the reaction yield, written as a fraction of the theoretical maximum amount of product (1.0 means a 100% yield; for example, 0.34 means a 34% yield). (1) The reactants are [CH3:1][O:2][C:3]([C:5]1[S:9][C:8]2[CH:10]=[C:11](Cl)[CH:12]=[CH:13][C:7]=2[C:6]=1[O:15][CH2:16][C:17]([O:19][C:20]([CH3:23])([CH3:22])[CH3:21])=[O:18])=[O:4].F[B-](F)(F)F.C(P(C(C)(C)C)C(C)(C)C)(C)(C)C.C([Sn](CCCC)(CCCC)[C:47]([O:49]CC)=[CH2:48])CCC.[F-].[Cs+].B(F)(F)F.CCOCC.O.[F-].C([N+](CCCC)(CCCC)CCCC)CCC.C(=O)(O)[O-].[Na+]. The catalyst is CN1CCCC1=O.C(OCC)(=O)C.C1C=CC(/C=C/C(/C=C/C2C=CC=CC=2)=O)=CC=1.C1C=CC(/C=C/C(/C=C/C2C=CC=CC=2)=O)=CC=1.C1C=CC(/C=C/C(/C=C/C2C=CC=CC=2)=O)=CC=1.[Pd].[Pd].O. The product is [CH3:1][O:2][C:3]([C:5]1[S:9][C:8]2[CH:10]=[C:11]([C:47](=[O:49])[CH3:48])[CH:12]=[CH:13][C:7]=2[C:6]=1[O:15][CH2:16][C:17]([O:19][C:20]([CH3:23])([CH3:22])[CH3:21])=[O:18])=[O:4]. The yield is 0.610. (2) The reactants are C(O[BH-](OC(=O)C)OC(=O)C)(=O)C.[Na+].[NH2:15][C@H:16]([CH:24]([CH3:26])[CH3:25])[C:17]([N:19]1[CH2:23][CH2:22][CH2:21][CH2:20]1)=[O:18].[CH:27]([C:29]1[CH:34]=[CH:33][N:32]=[C:31]2[N:35]([C:42]([O:44][C:45]([CH3:48])([CH3:47])[CH3:46])=[O:43])[CH:36]=[C:37]([C:38]([O:40][CH3:41])=[O:39])[C:30]=12)=O. The catalyst is ClCCCl.C(O)(=O)C. The product is [CH3:25][CH:24]([CH3:26])[C@@H:16]([NH:15][CH2:27][C:29]1[CH:34]=[CH:33][N:32]=[C:31]2[N:35]([C:42]([O:44][C:45]([CH3:48])([CH3:47])[CH3:46])=[O:43])[CH:36]=[C:37]([C:38]([O:40][CH3:41])=[O:39])[C:30]=12)[C:17](=[O:18])[N:19]1[CH2:23][CH2:22][CH2:21][CH2:20]1. The yield is 0.850. (3) The reactants are [OH:1][CH2:2][CH2:3][CH2:4][N:5]1[C:13]2[C:12]([O:14][CH3:15])=[N:11][C:10]([N:16]3[CH:20]=[C:19]([C:21]([O:23][CH2:24][CH3:25])=[O:22])[CH:18]=[N:17]3)=[N:9][C:8]=2[CH:7]=[N:6]1.[C:26]1([C:32]2[CH:37]=[CH:36][C:35](O)=[CH:34][CH:33]=2)[CH:31]=[CH:30][CH:29]=[CH:28][CH:27]=1.C1(P(C2C=CC=CC=2)C2C=CC=CC=2)C=CC=CC=1.N(C(OC(C)C)=O)=NC(OC(C)C)=O. The catalyst is O1CCCC1. The product is [C:26]1([C:32]2[CH:33]=[CH:34][CH:35]=[CH:36][CH:37]=2)[CH:31]=[CH:30][C:29]([O:1][CH2:2][CH2:3][CH2:4][N:5]2[C:13]3[C:12]([O:14][CH3:15])=[N:11][C:10]([N:16]4[CH:20]=[C:19]([C:21]([O:23][CH2:24][CH3:25])=[O:22])[CH:18]=[N:17]4)=[N:9][C:8]=3[CH:7]=[N:6]2)=[CH:28][CH:27]=1. The yield is 1.00. (4) The reactants are [NH:1]1[CH2:6][CH2:5][CH:4]([C:7]2[CH:12]=[CH:11][C:10]([C:13]3[O:14][C:15]4[C:21]([C:22]([NH2:24])=[O:23])=[CH:20][CH:19]=[CH:18][C:16]=4[N:17]=3)=[CH:9][CH:8]=2)[CH2:3][CH2:2]1.[CH:25](=O)[CH2:26][CH3:27].[H][H]. The catalyst is CO.[Pd]. The product is [CH2:25]([N:1]1[CH2:6][CH2:5][CH:4]([C:7]2[CH:12]=[CH:11][C:10]([C:13]3[O:14][C:15]4[C:21]([C:22]([NH2:24])=[O:23])=[CH:20][CH:19]=[CH:18][C:16]=4[N:17]=3)=[CH:9][CH:8]=2)[CH2:3][CH2:2]1)[CH2:26][CH3:27]. The yield is 0.230. (5) The reactants are [F:1][C:2]1[CH:3]=[C:4]([CH2:9][C:10]([OH:12])=[O:11])[CH:5]=[CH:6][C:7]=1[F:8].C([Li])CCC.Br[CH2:19][CH2:20][CH2:21][Cl:22]. The catalyst is C1COCC1. The product is [Cl:22][CH2:21][CH2:20][CH2:19][CH:9]([C:4]1[CH:5]=[CH:6][C:7]([F:8])=[C:2]([F:1])[CH:3]=1)[C:10]([OH:12])=[O:11]. The yield is 0.710.